Dataset: Reaction yield outcomes from USPTO patents with 853,638 reactions. Task: Predict the reaction yield, written as a fraction of the theoretical maximum amount of product (1.0 means a 100% yield; for example, 0.34 means a 34% yield). (1) The reactants are CS(O[CH2:6][C@H:7]([N:9]1[CH:18]=[CH:17][C:16]2[C:11](=[CH:12][CH:13]=[C:14]([CH3:34])[C:15]=2[NH:19][C:20](=[O:33])[CH2:21][C:22]2[CH:27]=[CH:26][C:25]([C:28]([F:31])([F:30])[F:29])=[C:24]([F:32])[CH:23]=2)[C:10]1=[O:35])[CH3:8])(=O)=O.[N:36]1([C:42]([O:44][C:45]([CH3:48])([CH3:47])[CH3:46])=[O:43])[CH2:41][CH2:40][NH:39][CH2:38][CH2:37]1.C(N(CC)CC)C.C(Cl)Cl. No catalyst specified. The product is [F:32][C:24]1[CH:23]=[C:22]([CH2:21][C:20]([NH:19][C:15]2[C:14]([CH3:34])=[CH:13][CH:12]=[C:11]3[C:16]=2[CH:17]=[CH:18][N:9]([C@H:7]([CH3:8])[CH2:6][N:39]2[CH2:38][CH2:37][N:36]([C:42]([O:44][C:45]([CH3:48])([CH3:47])[CH3:46])=[O:43])[CH2:41][CH2:40]2)[C:10]3=[O:35])=[O:33])[CH:27]=[CH:26][C:25]=1[C:28]([F:30])([F:31])[F:29]. The yield is 0.600. (2) The reactants are COCCN(S(F)(F)F)CCOC.B(F)(F)F.CCOCC.[C:23]([O:31][CH2:32][C@@:33]1([CH3:40])[CH2:38][C:37](=O)[CH2:36][CH2:35][O:34]1)(=[O:30])[C:24]1[CH:29]=[CH:28][CH:27]=[CH:26][CH:25]=1.[FH:41].[FH:42].F.C(N(CC)CC)C.C[N+]1([O-])CCOCC1. The catalyst is C(Cl)Cl.CC(C)=O.CCOC(C)=O.[Os](=O)(=O)(=O)=O.O.C1COCC1. The product is [C:23]([O:31][CH2:32][C@@:33]1([CH3:40])[CH2:38][C:37]([F:42])([F:41])[CH2:36][CH2:35][O:34]1)(=[O:30])[C:24]1[CH:29]=[CH:28][CH:27]=[CH:26][CH:25]=1. The yield is 0.630.